Dataset: Catalyst prediction with 721,799 reactions and 888 catalyst types from USPTO. Task: Predict which catalyst facilitates the given reaction. (1) Reactant: [C:1]([C:3]1[CH:4]=[C:5]([CH:9]=[CH:10][CH:11]=1)[C:6]([OH:8])=O)#[N:2].C(N(CC)CC)C.CCCP1(OP(CCC)(=O)OP(CCC)(=O)O1)=O.[C:37]([NH:45][NH2:46])(=[O:44])[C:38]1[CH:43]=[CH:42][CH:41]=[N:40][CH:39]=1. Product: [N:40]1[CH:41]=[CH:42][CH:43]=[C:38]([C:37]([NH:45][NH:46][C:6](=[O:8])[C:5]2[CH:9]=[CH:10][CH:11]=[C:3]([C:1]#[N:2])[CH:4]=2)=[O:44])[CH:39]=1. The catalyst class is: 614. (2) Reactant: C([O:5][NH:6][C:7](=[O:51])[CH2:8][CH2:9][CH2:10][CH2:11][CH2:12][CH2:13][C:14]([NH:16][C:17]1[CH:22]=[CH:21][C:20]([C:23]([OH:50])([C:37](=[O:49])[NH:38][C:39]2[CH:40]=[CH:41][CH:42]=[C:43]3[C:48]=2[N:47]=[CH:46][CH:45]=[CH:44]3)[C:24](=[O:36])[NH:25][C:26]2[CH:27]=[CH:28][CH:29]=[C:30]3[C:35]=2[N:34]=[CH:33][CH:32]=[CH:31]3)=[CH:19][CH:18]=1)=[O:15])(C)(C)C.FC(F)(F)C(O)=O. Product: [OH:5][NH:6][C:7](=[O:51])[CH2:8][CH2:9][CH2:10][CH2:11][CH2:12][CH2:13][C:14]([NH:16][C:17]1[CH:18]=[CH:19][C:20]([C:23]([OH:50])([C:24](=[O:36])[NH:25][C:26]2[CH:27]=[CH:28][CH:29]=[C:30]3[C:35]=2[N:34]=[CH:33][CH:32]=[CH:31]3)[C:37](=[O:49])[NH:38][C:39]2[CH:40]=[CH:41][CH:42]=[C:43]3[C:48]=2[N:47]=[CH:46][CH:45]=[CH:44]3)=[CH:21][CH:22]=1)=[O:15]. The catalyst class is: 2. (3) Reactant: [NH2:1][C@@H:2]1[C:11]2[C:6](=[CH:7][CH:8]=[CH:9][CH:10]=2)[C@H:5]([OH:12])[CH2:4][CH2:3]1.[H-].[Na+].F[C:16]1[CH:17]=[CH:18][C:19]2[N:20]([C:22]([C:25]3[CH:30]=[CH:29][N:28]=[C:27]([N:31]4[CH2:35][CH2:34][CH2:33][CH2:32]4)[CH:26]=3)=[N:23][N:24]=2)[CH:21]=1. Product: [N:31]1([C:27]2[CH:26]=[C:25]([C:22]3[N:20]4[CH:21]=[C:16]([O:12][C@H:5]5[C:6]6[C:11](=[CH:10][CH:9]=[CH:8][CH:7]=6)[C@@H:2]([NH2:1])[CH2:3][CH2:4]5)[CH:17]=[CH:18][C:19]4=[N:24][N:23]=3)[CH:30]=[CH:29][N:28]=2)[CH2:35][CH2:34][CH2:33][CH2:32]1. The catalyst class is: 3. (4) Reactant: C(OC([N:8]1[C:13]2[CH:14]=[C:15]([Cl:21])[C:16]([N:18]([CH3:20])[CH3:19])=[CH:17][C:12]=2[O:11][CH:10]([C:22]([OH:24])=[O:23])[CH2:9]1)=O)(C)(C)C.CCN=C=N[CH2:30][CH2:31][CH2:32][N:33]([CH3:35])[CH3:34].C1C=CC2N([OH:45])N=NC=2C=1.CC[N:48]([CH:52]([CH3:54])C)[CH:49]([CH3:51])C.[F:55][C:56]1[CH:70]=[CH:69][C:59]([CH2:60][C:61]2([CH2:67]O)[CH2:66][CH2:65][NH:64][CH2:63][CH2:62]2)=[CH:58][CH:57]=1.FC(F)(F)[C:73]([OH:75])=O.[CH2:78]([Cl:80])Cl. Product: [Cl:80][C:78]1[C:32]([N:33]([CH3:34])[CH3:35])=[CH:31][C:30]2[O:45][CH:51]([C:73]([N:64]3[CH2:65][CH2:66][C:61]([CH2:67][O:24][C:22]([CH:10]4[CH2:9][NH:8][C:13]5[CH:14]=[C:15]([Cl:21])[C:16]([N:18]([CH3:19])[CH3:20])=[CH:17][C:12]=5[O:11]4)=[O:23])([CH2:60][C:59]4[CH:69]=[CH:70][C:56]([F:55])=[CH:57][CH:58]=4)[CH2:62][CH2:63]3)=[O:75])[CH2:49][NH:48][C:52]=2[CH:54]=1. The catalyst class is: 3. (5) Reactant: [CH3:1][C:2]([CH3:17])=[CH:3][CH2:4][N:5]1[C:14]2[C:9](=[CH:10][CH:11]=[CH:12][CH:13]=2)[NH:8][C:7](=[O:15])[C:6]1=[O:16].[Al+3].[Cl-].[Cl-].[Cl-]. Product: [CH3:1][C:2]1([CH3:17])[C:13]2[C:14]3[N:5]([C:6](=[O:16])[C:7](=[O:15])[NH:8][C:9]=3[CH:10]=[CH:11][CH:12]=2)[CH2:4][CH2:3]1. The catalyst class is: 159. (6) Reactant: Br[C:2]1[C:3]([NH2:9])=[N:4][C:5]([NH2:8])=[N:6][CH:7]=1.[K+].C(O[C:14]([S-:16])=[S:15])C.O.Cl. Product: [NH2:8][C:5]1[N:6]=[CH:7][C:2]2[S:16][C:14](=[S:15])[NH:9][C:3]=2[N:4]=1. The catalyst class is: 3. (7) Reactant: [CH3:1][O:2][C:3]1[CH:10]=[CH:9][C:6]([CH2:7][NH2:8])=[CH:5][CH:4]=1.[CH3:11][O:12][C:13](=[O:18])[CH2:14][C:15](=O)[CH3:16].[CH3:19][O:20][C:21](=[O:24])[C:22]#[CH:23]. Product: [CH3:19][O:20][C:21](=[O:24])[CH:22]=[CH:23][C:14](=[C:15]([NH:8][CH2:7][C:6]1[CH:9]=[CH:10][C:3]([O:2][CH3:1])=[CH:4][CH:5]=1)[CH3:16])[C:13]([O:12][CH3:11])=[O:18]. The catalyst class is: 5. (8) Reactant: [F:1][C:2]([F:17])([F:16])[C:3]1[CH:4]=[C:5]([CH2:9][CH2:10][C:11](OCC)=[O:12])[CH:6]=[CH:7][CH:8]=1.O.[NH2:19][NH2:20]. Product: [F:1][C:2]([F:17])([F:16])[C:3]1[CH:4]=[C:5]([CH2:9][CH2:10][C:11]([NH:19][NH2:20])=[O:12])[CH:6]=[CH:7][CH:8]=1. The catalyst class is: 8.